Dataset: Full USPTO retrosynthesis dataset with 1.9M reactions from patents (1976-2016). Task: Predict the reactants needed to synthesize the given product. (1) The reactants are: C([O:3][C:4](=O)[CH2:5][C:6]1[N:7]=[C:8]([C:12]2[CH:17]=[CH:16][C:15]([C:18]([F:21])([F:20])[F:19])=[CH:14][CH:13]=2)[S:9][C:10]=1[CH3:11])C.[H-].[Al+3].[Li+].[H-].[H-].[H-]. Given the product [CH3:11][C:10]1[S:9][C:8]([C:12]2[CH:13]=[CH:14][C:15]([C:18]([F:21])([F:20])[F:19])=[CH:16][CH:17]=2)=[N:7][C:6]=1[CH2:5][CH2:4][OH:3], predict the reactants needed to synthesize it. (2) Given the product [Cl:19][C:17]1[S:16][C:15]([CH2:20][O:21][C:22]2[CH:27]=[CH:26][C:25]([CH2:28][CH2:29][CH2:30][OH:31])=[C:24]([CH3:35])[C:23]=2[CH3:36])=[C:14]([C:11]2[CH:10]=[CH:9][C:8]([Cl:7])=[CH:13][CH:12]=2)[CH:18]=1, predict the reactants needed to synthesize it. The reactants are: [H-].[H-].[H-].[H-].[Li+].[Al+3].[Cl:7][C:8]1[CH:13]=[CH:12][C:11]([C:14]2[CH:18]=[C:17]([Cl:19])[S:16][C:15]=2[CH2:20][O:21][C:22]2[CH:27]=[CH:26][C:25]([CH2:28][CH2:29][C:30](OCC)=[O:31])=[C:24]([CH3:35])[C:23]=2[CH3:36])=[CH:10][CH:9]=1. (3) Given the product [F:1][C:2]1[C:7]([C:8]([F:11])([F:10])[F:9])=[C:6]([F:12])[CH:5]=[CH:4][C:3]=1[C:13]1[N:18]=[C:19]([NH2:21])[S:20][CH:14]=1, predict the reactants needed to synthesize it. The reactants are: [F:1][C:2]1[C:7]([C:8]([F:11])([F:10])[F:9])=[C:6]([F:12])[CH:5]=[CH:4][C:3]=1[C:13](=O)[CH3:14].BrBr.[NH2:18][C:19]([NH2:21])=[S:20]. (4) The reactants are: [CH3:1][CH2:2][Mg+].[Br-].[CH3:5][C:6]1[CH:13]=[C:12]([S:14][CH3:15])[CH:11]=[CH:10][C:7]=1[C:8]#N.[OH:16]S(O)(=O)=O. Given the product [CH3:5][C:6]1[CH:13]=[C:12]([S:14][CH3:15])[CH:11]=[CH:10][C:7]=1[C:8](=[O:16])[CH2:2][CH3:1], predict the reactants needed to synthesize it. (5) The reactants are: F[C:2]1[CH:7]=[CH:6][C:5]([C:8]2[O:9][C:10]([C:13]3[C:14]([C:19]4[CH:24]=[CH:23][CH:22]=[CH:21][CH:20]=4)=[N:15][O:16][C:17]=3[CH3:18])=[N:11][N:12]=2)=[C:4]([O:25][CH3:26])[CH:3]=1.[NH:27]1[CH2:32][CH2:31][S:30][CH2:29][CH2:28]1. Given the product [CH3:26][O:25][C:4]1[CH:3]=[C:2]([N:27]2[CH2:32][CH2:31][S:30][CH2:29][CH2:28]2)[CH:7]=[CH:6][C:5]=1[C:8]1[O:9][C:10]([C:13]2[C:14]([C:19]3[CH:24]=[CH:23][CH:22]=[CH:21][CH:20]=3)=[N:15][O:16][C:17]=2[CH3:18])=[N:11][N:12]=1, predict the reactants needed to synthesize it. (6) Given the product [CH2:1]([C:9]1[C:10]([C:18]2[CH:19]=[CH:20][C:21]([O:24][CH2:9][CH2:10][CH2:11][N:12]3[CH2:29][CH2:26][CH2:27][CH2:14][CH2:13]3)=[CH:22][CH:23]=2)=[CH:11][N:12]2[C:17]=1[CH:16]=[CH:15][CH:14]=[CH:13]2)[CH2:2][C:3]1[CH:4]=[CH:5][CH:6]=[CH:7][CH:8]=1, predict the reactants needed to synthesize it. The reactants are: [CH2:1]([C:9]1[C:10]([C:18]2[CH:23]=[CH:22][C:21]([OH:24])=[CH:20][CH:19]=2)=[CH:11][N:12]2[C:17]=1[CH:16]=[CH:15][CH:14]=[CH:13]2)[CH2:2][C:3]1[CH:8]=[CH:7][CH:6]=[CH:5][CH:4]=1.C[C:26]([CH3:29])([O-])[CH3:27].[Na+].[Cl-]. (7) Given the product [NH2:14][C:13]1[CH:24]=[CH:23][C:2]2[CH2:3][CH2:4][CH2:5][CH2:6][C:1]=2[C:18]=1[C:16]([O:22][CH3:7])=[O:17], predict the reactants needed to synthesize it. The reactants are: [CH:1]1[CH:6]=[CH:5][CH:4]=[CH:3][CH:2]=1.[CH3:7]O.[Si]([CH:13]=[N+:14]=[N-])(C)(C)C.[C:16]([OH:22])([C:18](F)(F)F)=[O:17].[CH3:23][C:24](O)=O.